This data is from Catalyst prediction with 721,799 reactions and 888 catalyst types from USPTO. The task is: Predict which catalyst facilitates the given reaction. (1) Reactant: [NH:1]1[C:5]2[CH:6]=[CH:7][CH:8]=[CH:9][C:4]=2[N:3]=[CH:2]1.N1C=CC=CC=1.[CH3:16][N:17]([C:21]1[CH:26]=[CH:25][CH:24]=[CH:23][CH:22]=1)[C:18](Cl)=[O:19]. Product: [CH3:16][N:17]([C:21]1[CH:26]=[CH:25][CH:24]=[CH:23][CH:22]=1)[C:18]([N:1]1[C:5]2[CH:6]=[CH:7][CH:8]=[CH:9][C:4]=2[N:3]=[CH:2]1)=[O:19]. The catalyst class is: 7. (2) Reactant: [CH2:1]([O:8][C:9]1[CH:14]=[C:13]([C:15]2[C:16](Cl)=[N:17][C:18]([C:21]([F:24])([F:23])[F:22])=[CH:19][CH:20]=2)[CH:12]=[CH:11][N:10]=1)[C:2]1[CH:7]=[CH:6][CH:5]=[CH:4][CH:3]=1.[CH3:26][O:27][CH2:28][CH2:29][NH2:30]. Product: [CH2:1]([O:8][C:9]1[CH:14]=[C:13]([C:15]2[C:16]([NH:30][CH2:29][CH2:28][O:27][CH3:26])=[N:17][C:18]([C:21]([F:24])([F:23])[F:22])=[CH:19][CH:20]=2)[CH:12]=[CH:11][N:10]=1)[C:2]1[CH:7]=[CH:6][CH:5]=[CH:4][CH:3]=1. The catalyst class is: 197. (3) Reactant: [F:1][C:2]1[S:6][C:5]2[CH:7]=[CH:8][CH:9]=[CH:10][C:4]=2[C:3]=1[CH:11]1[NH:16][CH:15]=[N:14][CH:13]=[CH:12]1.C([O-])([O-])=O.[Na+].[Na+].[CH3:23][C:24]([O:27][C:28](O[C:28]([O:27][C:24]([CH3:26])([CH3:25])[CH3:23])=[O:29])=[O:29])([CH3:26])[CH3:25]. Product: [F:1][C:2]1[S:6][C:5]2[CH:7]=[CH:8][CH:9]=[CH:10][C:4]=2[C:3]=1[CH:11]1[N:16]([C:28]([O:27][C:24]([CH3:26])([CH3:25])[CH3:23])=[O:29])[CH:15]=[N:14][CH:13]=[CH:12]1. The catalyst class is: 238. (4) Reactant: [Br:1][C:2]1[CH:7]=[CH:6][C:5]([OH:8])=[CH:4][CH:3]=1.[I-].[Na+].[C:11](=O)([O-])[O-].[K+].[K+].Cl[CH2:18][CH2:19][O:20][CH3:21]. Product: [Br:1][C:2]1[CH:7]=[CH:6][C:5]([O:8][CH2:11][CH2:18][CH2:19][O:20][CH3:21])=[CH:4][CH:3]=1. The catalyst class is: 47. (5) Reactant: [ClH:1].C(OC(=O)[NH:8][C:9]1([C@@H:12]2[CH2:16][CH2:15][N:14]([C:17]3[C:26]([CH3:27])=[C:25]4[C:20]([C:21](=[O:32])[NH:22][C:23](=[O:31])[N:24]4[CH:28]4[CH2:30][CH2:29]4)=[CH:19][C:18]=3[F:33])[CH2:13]2)[CH2:11][CH2:10]1)(C)(C)C. Product: [ClH:1].[NH2:8][C:9]1([C@@H:12]2[CH2:16][CH2:15][N:14]([C:17]3[C:26]([CH3:27])=[C:25]4[C:20]([C:21](=[O:32])[NH:22][C:23](=[O:31])[N:24]4[CH:28]4[CH2:29][CH2:30]4)=[CH:19][C:18]=3[F:33])[CH2:13]2)[CH2:10][CH2:11]1. The catalyst class is: 27. (6) Reactant: [Cl:1][C:2]1[CH:3]=[C:4]2[C:8](=[CH:9][CH:10]=1)[NH:7][CH:6]=[C:5]2[CH2:11][CH2:12][NH:13][C:14](=[O:23])[C:15]1[CH:20]=[CH:19][C:18]([CH2:21]Cl)=[CH:17][CH:16]=1.[S:24]1[CH:28]=[CH:27][CH:26]=[C:25]1[CH2:29][NH2:30].[I-].[Na+]. Product: [Cl:1][C:2]1[CH:3]=[C:4]2[C:8](=[CH:9][CH:10]=1)[NH:7][CH:6]=[C:5]2[CH2:11][CH2:12][NH:13][C:14](=[O:23])[C:15]1[CH:20]=[CH:19][C:18]([CH2:21][NH:30][CH2:29][C:25]2[S:24][CH:28]=[CH:27][CH:26]=2)=[CH:17][CH:16]=1. The catalyst class is: 1. (7) Reactant: [CH2:1]1[O:9][C:8]2[CH:7]=[CH:6][C:5]([OH:10])=[CH:4][C:3]=2[O:2]1.[F:11][C:12]1[CH:13]=[C:14]([CH:17]=[C:18]([F:21])[C:19]=1[F:20])[CH:15]=O.[C:22]([CH2:24][C:25]([O:27][CH2:28][CH3:29])=[O:26])#[N:23].N1CCCCC1. Product: [CH2:28]([O:27][C:25]([C:24]1[CH:15]([C:14]2[CH:13]=[C:12]([F:11])[C:19]([F:20])=[C:18]([F:21])[CH:17]=2)[C:6]2[CH:7]=[C:8]3[O:9][CH2:1][O:2][C:3]3=[CH:4][C:5]=2[O:10][C:22]=1[NH2:23])=[O:26])[CH3:29]. The catalyst class is: 40.